Dataset: NCI-60 drug combinations with 297,098 pairs across 59 cell lines. Task: Regression. Given two drug SMILES strings and cell line genomic features, predict the synergy score measuring deviation from expected non-interaction effect. (1) Drug 1: CCC1(CC2CC(C3=C(CCN(C2)C1)C4=CC=CC=C4N3)(C5=C(C=C6C(=C5)C78CCN9C7C(C=CC9)(C(C(C8N6C)(C(=O)OC)O)OC(=O)C)CC)OC)C(=O)OC)O.OS(=O)(=O)O. Drug 2: CC1CCCC2(C(O2)CC(NC(=O)CC(C(C(=O)C(C1O)C)(C)C)O)C(=CC3=CSC(=N3)C)C)C. Cell line: MDA-MB-435. Synergy scores: CSS=61.5, Synergy_ZIP=-1.50, Synergy_Bliss=-1.42, Synergy_Loewe=-8.23, Synergy_HSA=-0.237. (2) Drug 1: CC1C(C(CC(O1)OC2CC(CC3=C2C(=C4C(=C3O)C(=O)C5=C(C4=O)C(=CC=C5)OC)O)(C(=O)C)O)N)O.Cl. Drug 2: CC(C)NC(=O)C1=CC=C(C=C1)CNNC.Cl. Cell line: K-562. Synergy scores: CSS=18.8, Synergy_ZIP=-3.24, Synergy_Bliss=1.08, Synergy_Loewe=-15.9, Synergy_HSA=-0.315. (3) Cell line: T-47D. Synergy scores: CSS=9.91, Synergy_ZIP=-5.06, Synergy_Bliss=-1.27, Synergy_Loewe=-6.36, Synergy_HSA=-5.81. Drug 2: C1C(C(OC1N2C=NC(=NC2=O)N)CO)O. Drug 1: C1=NC2=C(N1)C(=S)N=C(N2)N. (4) Drug 1: COC1=NC(=NC2=C1N=CN2C3C(C(C(O3)CO)O)O)N. Synergy scores: CSS=7.27, Synergy_ZIP=-1.98, Synergy_Bliss=-3.45, Synergy_Loewe=2.93, Synergy_HSA=-4.54. Cell line: NCI-H522. Drug 2: C1=NNC2=C1C(=O)NC=N2. (5) Drug 1: C1=CC(=C2C(=C1NCCNCCO)C(=O)C3=C(C=CC(=C3C2=O)O)O)NCCNCCO. Synergy scores: CSS=48.3, Synergy_ZIP=0.486, Synergy_Bliss=1.29, Synergy_Loewe=-2.54, Synergy_HSA=5.11. Cell line: NCI-H226. Drug 2: C1CN(CCN1C(=O)CCBr)C(=O)CCBr.